Dataset: Forward reaction prediction with 1.9M reactions from USPTO patents (1976-2016). Task: Predict the product of the given reaction. (1) Given the reactants Cl[C:2]1[C:11]2[C:6](=[CH:7][CH:8]=[C:9]([CH3:12])[CH:10]=2)[N:5]=[C:4]([N:13]2[CH2:19][C:18]3[CH:20]=[CH:21][CH:22]=[CH:23][C:17]=3[S:16](=[O:25])(=[O:24])[CH2:15][CH2:14]2)[CH:3]=1.[NH2:26][CH2:27][C:28]1([N:34](CC2C=CC=CC=2)CC2C=CC=CC=2)[CH2:33][CH2:32][CH2:31][CH2:30][CH2:29]1, predict the reaction product. The product is: [NH2:34][C:28]1([CH2:27][NH:26][C:2]2[C:11]3[C:6](=[CH:7][CH:8]=[C:9]([CH3:12])[CH:10]=3)[N:5]=[C:4]([N:13]3[CH2:19][C:18]4[CH:20]=[CH:21][CH:22]=[CH:23][C:17]=4[S:16](=[O:25])(=[O:24])[CH2:15][CH2:14]3)[CH:3]=2)[CH2:33][CH2:32][CH2:31][CH2:30][CH2:29]1. (2) Given the reactants [Br:1][C:2]1[CH:7]=[C:6]([F:8])[CH:5]=[CH:4][C:3]=1[OH:9].[H-].[Na+].[H][H].[Br:14][CH2:15][CH2:16][CH2:17]Br, predict the reaction product. The product is: [Br:1][C:2]1[CH:7]=[C:6]([F:8])[CH:5]=[CH:4][C:3]=1[O:9][CH2:17][CH2:16][CH2:15][Br:14]. (3) The product is: [CH3:1][C:2]1([CH3:13])[O:6][C@@H:5]([C@@H:7]2[CH2:11][N:10]([C:26]([O:25][C:22]([CH3:24])([CH3:23])[CH3:21])=[O:27])[C:9](=[O:12])[CH2:8]2)[CH2:4][O:3]1. Given the reactants [CH3:1][C:2]1([CH3:13])[O:6][C@@H:5]([C@@H:7]2[CH2:11][NH:10][C:9](=[O:12])[CH2:8]2)[CH2:4][O:3]1.C(N(CC)CC)C.[CH3:21][C:22]([O:25][C:26](O[C:26]([O:25][C:22]([CH3:24])([CH3:23])[CH3:21])=[O:27])=[O:27])([CH3:24])[CH3:23], predict the reaction product. (4) Given the reactants Cl[C:2]1[CH:24]=[CH:23][C:5]([C:6]([NH:8][C:9]2[CH:14]=[CH:13][CH:12]=[CH:11][C:10]=2[CH2:15][N:16]2[CH2:21][CH2:20][N:19]([CH3:22])[CH2:18][CH2:17]2)=[O:7])=[CH:4][N:3]=1.[CH3:25][C:26]1[CH:39]=[CH:38][C:29]([C:30]([NH:32][N:33]2[NH:37][CH:36]=[CH:35][S:34]2)=[O:31])=[CH:28][C:27]=1B1OC(C)(C)C(C)(C)O1, predict the reaction product. The product is: [CH3:22][N:19]1[CH2:20][CH2:21][N:16]([CH2:15][C:10]2[CH:11]=[CH:12][CH:13]=[CH:14][C:9]=2[NH:8][C:6](=[O:7])[C:5]2[CH:23]=[CH:24][C:2]([C:27]3[CH:28]=[C:29]([C:30](=[O:31])[NH:32][N:33]4[NH:37][CH:36]=[CH:35][S:34]4)[CH:38]=[CH:39][C:26]=3[CH3:25])=[N:3][CH:4]=2)[CH2:17][CH2:18]1. (5) Given the reactants [OH:1][C:2]1[CH:6]([CH2:7][CH:8]([CH3:10])[CH3:9])[O:5][C:4](=[O:11])[CH:3]=1.CCN(CC)CC.C(Cl)CCl.[CH3:23][CH:24]([CH3:29])[CH2:25][C:26](O)=[O:27].Cl.[Na+].[Cl-], predict the reaction product. The product is: [OH:1][C:2]1[CH:6]([CH2:7][CH:8]([CH3:9])[CH3:10])[O:5][C:4](=[O:11])[C:3]=1[C:26](=[O:27])[CH2:25][CH:24]([CH3:29])[CH3:23]. (6) Given the reactants [ClH:1].Cl.[NH2:3][CH:4]1[CH2:9][CH2:8][N:7]([CH2:10][CH2:11][N:12]2[C:21]3[C:16](=[CH:17][CH:18]=[C:19]([F:22])[CH:20]=3)[N:15]=[CH:14][C:13]2=[O:23])[CH2:6][CH2:5]1.O=[C:25]1[CH2:30][O:29][C:28]2[CH:31]=[CH:32][C:33]([CH:35]=O)=[N:34][C:27]=2N1.C(O[BH-](OC(=O)C)OC(=O)C)(=O)C.[Na+].C(=O)(O)[O-].[Na+], predict the reaction product. The product is: [ClH:1].[ClH:1].[O:29]1[C:28]2=[CH:27][N:34]=[C:33]([CH2:35][NH:3][CH:4]3[CH2:5][CH2:6][N:7]([CH2:10][CH2:11][N:12]4[C:21]5[C:16](=[CH:17][CH:18]=[C:19]([F:22])[CH:20]=5)[N:15]=[CH:14][C:13]4=[O:23])[CH2:8][CH2:9]3)[CH:32]=[C:31]2[CH2:25][CH2:30]1.